From a dataset of Full USPTO retrosynthesis dataset with 1.9M reactions from patents (1976-2016). Predict the reactants needed to synthesize the given product. Given the product [ClH:1].[ClH:1].[Cl:12][C:5]1[C:6]2[C:11](=[CH:10][CH:9]=[CH:8][CH:7]=2)[C:2]([N:32]2[CH2:33][CH2:34][N:29]([CH2:27][CH3:28])[CH2:30][CH2:31]2)=[N:3][C:4]=1[C:13]1[CH:18]=[CH:17][C:16]([O:19][CH3:20])=[CH:15][CH:14]=1, predict the reactants needed to synthesize it. The reactants are: [Cl:1][C:2]1[C:11]2[C:6](=[CH:7][CH:8]=[CH:9][CH:10]=2)[C:5]([Cl:12])=[C:4]([C:13]2[CH:18]=[CH:17][C:16]([O:19][CH3:20])=[CH:15][CH:14]=2)[N:3]=1.C(=O)([O-])[O-].[K+].[K+].[CH2:27]([N:29]1[CH2:34][CH2:33][NH:32][CH2:31][CH2:30]1)[CH3:28].CN(C)C=O.